From a dataset of Catalyst prediction with 721,799 reactions and 888 catalyst types from USPTO. Predict which catalyst facilitates the given reaction. The catalyst class is: 11. Product: [CH:4]1[C:3]2[C:2](=[CH:15][CH:10]=[CH:9][CH:8]=2)[CH:6]=[CH:5][C:4]=1[C:3]1[C:2]2[C:11]([CH:10]=[C:9]3[C:8]=1[CH:7]=[CH:7][CH:6]=[CH:5]3)=[CH:12][CH:13]=[CH:14][CH:15]=2. Reactant: Br[C:2]1[C:3]2[C:8]([CH:9]=[C:10]3[C:15]=1[CH:14]=[CH:13][CH:12]=[CH:11]3)=[CH:7][CH:6]=[CH:5][CH:4]=2.B(O)O.C(=O)([O-])[O-].[Na+].[Na+].